From a dataset of Forward reaction prediction with 1.9M reactions from USPTO patents (1976-2016). Predict the product of the given reaction. (1) Given the reactants [OH:1][C:2]1[C:7]2[C@@:8]3([OH:45])[C@@:21]([O:25][CH3:26])([C@H:22]([OH:24])[CH2:23][C:6]=2[CH:5]=[C:4]([CH3:46])[C:3]=1[C:47]([OH:49])=O)[C:20](=[O:27])[C:19]1[C:10](=[CH:11][C:12]2[C:13](=[O:43])[C:14]([NH:30][CH:31]4[C@H:36]([O:37][CH3:38])[C@H:35]([OH:39])[C@@H:34]([O:40][CH3:41])[C@H:33]([CH3:42])[O:32]4)=[CH:15][C:16](=[O:29])[C:17]=2[C:18]=1[OH:28])[C:9]3=[O:44].O.O[N:52]1[C:56]2C=CC=CC=2N=N1.CN, predict the reaction product. The product is: [OH:1][C:2]1[C:7]2[C@@:8]3([OH:45])[C@@:21]([O:25][CH3:26])([C@H:22]([OH:24])[CH2:23][C:6]=2[CH:5]=[C:4]([CH3:46])[C:3]=1[C:47]([NH:52][CH3:56])=[O:49])[C:20](=[O:27])[C:19]1[C:10](=[CH:11][C:12]2[C:13](=[O:43])[C:14]([NH:30][CH:31]4[C@H:36]([O:37][CH3:38])[C@H:35]([OH:39])[C@@H:34]([O:40][CH3:41])[C@H:33]([CH3:42])[O:32]4)=[CH:15][C:16](=[O:29])[C:17]=2[C:18]=1[OH:28])[C:9]3=[O:44]. (2) Given the reactants [F:1][C:2]1[C:3]([C:18](=O)[C:19]2[CH:24]=[CH:23][C:22]([F:25])=[CH:21][CH:20]=2)=[C:4]([NH:9][C:10]([NH:12][CH2:13][C:14]([F:17])([F:16])[F:15])=[O:11])[CH:5]=[CH:6][C:7]=1[F:8].F[C:28]1[C:37](F)=CC=C2[C:29]=1C(C1C=CC(F)=CC=1)(O)N(CC(F)(F)F)C(=O)N2.C(N(CC)CC)C.S(Cl)(Cl)=O.C([Mg]Br)C=C, predict the reaction product. The product is: [CH2:37]([C:18]1([C:19]2[CH:24]=[CH:23][C:22]([F:25])=[CH:21][CH:20]=2)[C:3]2[C:4](=[CH:5][CH:6]=[C:7]([F:8])[C:2]=2[F:1])[NH:9][C:10](=[O:11])[N:12]1[CH2:13][C:14]([F:17])([F:16])[F:15])[CH:28]=[CH2:29]. (3) Given the reactants [CH2:1]([N:8]1[CH2:12][CH:11]2[CH2:13][N:14]([C:16]3[C:17]([CH3:33])=[C:18]([CH3:32])[C:19]4[N:20]([CH:22]=[C:23]([C:25]5[CH:30]=[CH:29][C:28]([F:31])=[CH:27][CH:26]=5)[N:24]=4)[N:21]=3)[CH2:15][CH:10]2[CH2:9]1)[C:2]1[CH:7]=[CH:6][CH:5]=[CH:4][CH:3]=1.[I:34]Cl.C(=O)([O-])O.[Na+].S([O-])([O-])(=O)=S.[Na+].[Na+], predict the reaction product. The product is: [CH2:1]([N:8]1[CH2:12][CH:11]2[CH2:13][N:14]([C:16]3[C:17]([CH3:33])=[C:18]([CH3:32])[C:19]4[N:20]([C:22]([I:34])=[C:23]([C:25]5[CH:26]=[CH:27][C:28]([F:31])=[CH:29][CH:30]=5)[N:24]=4)[N:21]=3)[CH2:15][CH:10]2[CH2:9]1)[C:2]1[CH:7]=[CH:6][CH:5]=[CH:4][CH:3]=1.